The task is: Predict the reactants needed to synthesize the given product.. This data is from Full USPTO retrosynthesis dataset with 1.9M reactions from patents (1976-2016). (1) Given the product [CH2:1]([O:3][P:4]([CH2:9][C:10]1[CH:15]=[CH:14][C:13]([NH2:16])=[C:12]([O:19][CH3:20])[N:11]=1)(=[O:8])[O:5][CH2:6][CH3:7])[CH3:2], predict the reactants needed to synthesize it. The reactants are: [CH2:1]([O:3][P:4]([CH2:9][C:10]1[CH:15]=[CH:14][C:13]([N+:16]([O-])=O)=[C:12]([O:19][CH3:20])[N:11]=1)(=[O:8])[O:5][CH2:6][CH3:7])[CH3:2].[H][H]. (2) Given the product [C:1]([C:4]1[CH:5]=[C:6]([S:11]([NH:22][C:21]2[C:16]([Br:15])=[N:17][CH:18]=[C:19]([Cl:23])[CH:20]=2)(=[O:13])=[O:12])[CH:7]=[CH:8][C:9]=1[Cl:10])(=[O:3])[CH3:2], predict the reactants needed to synthesize it. The reactants are: [C:1]([C:4]1[CH:5]=[C:6]([S:11](Cl)(=[O:13])=[O:12])[CH:7]=[CH:8][C:9]=1[Cl:10])(=[O:3])[CH3:2].[Br:15][C:16]1[C:21]([NH2:22])=[CH:20][C:19]([Cl:23])=[CH:18][N:17]=1.